From a dataset of Forward reaction prediction with 1.9M reactions from USPTO patents (1976-2016). Predict the product of the given reaction. (1) Given the reactants [C:1](=[O:18])([O:12][CH2:13][C:14]([NH:16][CH3:17])=[O:15])OC1C=CC([N+]([O-])=O)=CC=1.[N:19]1([C:25]([O:27][C:28]([CH3:31])([CH3:30])[CH3:29])=[O:26])[CH2:24][CH2:23][NH:22][CH2:21][CH2:20]1, predict the reaction product. The product is: [N:19]1([C:25]([O:27][C:28]([CH3:31])([CH3:30])[CH3:29])=[O:26])[CH2:24][CH2:23][N:22]([C:1]([O:12][CH2:13][C:14]([NH:16][CH3:17])=[O:15])=[O:18])[CH2:21][CH2:20]1. (2) Given the reactants [C:1]([C:5]1[CH:37]=[CH:36][C:8]([CH2:9][N:10]2[C:14](=[O:15])[N:13]([CH2:16][CH3:17])[C:12]([CH2:18][CH2:19][CH2:20][C:21]3[CH:26]=[CH:25][C:24](B4OC(C)(C)C(C)(C)O4)=[CH:23][CH:22]=3)=[N:11]2)=[CH:7][CH:6]=1)([CH3:4])([CH3:3])[CH3:2].[Br:38][C:39]1[CH:44]=[CH:43][C:42](I)=[CH:41][C:40]=1[CH2:46][C:47]#[N:48].C(=O)([O-])[O-].[K+].[K+], predict the reaction product. The product is: [Br:38][C:39]1[CH:44]=[CH:43][C:42]([C:24]2[CH:23]=[CH:22][C:21]([CH2:20][CH2:19][CH2:18][C:12]3[N:13]([CH2:16][CH3:17])[C:14](=[O:15])[N:10]([CH2:9][C:8]4[CH:36]=[CH:37][C:5]([C:1]([CH3:3])([CH3:2])[CH3:4])=[CH:6][CH:7]=4)[N:11]=3)=[CH:26][CH:25]=2)=[CH:41][C:40]=1[CH2:46][C:47]#[N:48]. (3) Given the reactants [N+:1]([C:4]1[CH:5]=[CH:6][C:7]2[O:11][C:10](=[S:12])[NH:9][C:8]=2[CH:13]=1)([O-:3])=[O:2].[H-].[Na+].I[CH3:17], predict the reaction product. The product is: [CH3:17][S:12][C:10]1[O:11][C:7]2[CH:6]=[CH:5][C:4]([N+:1]([O-:3])=[O:2])=[CH:13][C:8]=2[N:9]=1. (4) Given the reactants [NH2:1][C:2]1[CH:7]=[C:6]([Cl:8])[C:5]([NH2:9])=[CH:4][C:3]=1[Cl:10].Br[C:12]1[CH:17]=[CH:16][CH:15]=[CH:14][CH:13]=1.O, predict the reaction product. The product is: [C:12]1([N:1]([C:2]2[CH:7]=[CH:6][CH:5]=[CH:4][CH:3]=2)[C:2]2[CH:7]=[C:6]([Cl:8])[C:5]([NH2:9])=[CH:4][C:3]=2[Cl:10])[CH:17]=[CH:16][CH:15]=[CH:14][CH:13]=1. (5) Given the reactants [OH:1][C@H:2]1[C@H:7]2[CH2:8][C@H:4]([C@@H:5]([C:16]([O:18][CH3:19])=[O:17])[N:6]2[C:9]([O:11][C:12]([CH3:15])([CH3:14])[CH3:13])=[O:10])[CH2:3]1.C[O-].[Na+].[Cl-].[NH4+], predict the reaction product. The product is: [OH:1][C@H:2]1[C@H:7]2[CH2:8][C@H:4]([C@H:5]([C:16]([O:18][CH3:19])=[O:17])[N:6]2[C:9]([O:11][C:12]([CH3:13])([CH3:14])[CH3:15])=[O:10])[CH2:3]1. (6) Given the reactants [CH3:1][N:2]([CH3:33])[CH2:3][CH2:4][N:5]([CH3:32])[C:6]1[C:7]([NH2:31])=[CH:8][C:9]([NH:14][C:15]2[N:20]=[C:19]([C:21]3[C:29]4[C:24](=[CH:25][CH:26]=[CH:27][CH:28]=4)[N:23]([CH3:30])[CH:22]=3)[CH:18]=[CH:17][N:16]=2)=[C:10]([O:12][CH3:13])[CH:11]=1.C([O-])([O-])=O.[K+].[K+].[Cl:40][CH2:41][CH2:42][C:43](Cl)=[O:44].[OH-].[Na+], predict the reaction product. The product is: [Cl:40][CH2:41][CH2:42][C:43]([NH:31][C:7]1[CH:8]=[C:9]([NH:14][C:15]2[N:20]=[C:19]([C:21]3[C:29]4[C:24](=[CH:25][CH:26]=[CH:27][CH:28]=4)[N:23]([CH3:30])[CH:22]=3)[CH:18]=[CH:17][N:16]=2)[C:10]([O:12][CH3:13])=[CH:11][C:6]=1[N:5]([CH2:4][CH2:3][N:2]([CH3:1])[CH3:33])[CH3:32])=[O:44]. (7) The product is: [Cl:13][C:2]1[CH:3]=[C:4]([C:8]2[N:9]=[N:10][NH:11][N:12]=2)[CH:5]=[CH:6][CH:7]=1. Given the reactants Br[C:2]1[CH:3]=[C:4]([C:8]2[N:9]=[N:10][NH:11][N:12]=2)[CH:5]=[CH:6][CH:7]=1.[Cl:13]C1C=C(C=CC=1)C#N, predict the reaction product. (8) Given the reactants C([O:5][C:6](=[O:38])[CH2:7][N:8]([CH2:13][C:14]1[CH:19]=[CH:18][CH:17]=[C:16]([CH2:20][O:21][C:22]2[CH:27]=[CH:26][C:25]([C:28]3[CH:33]=[C:32]([F:34])[C:31]([F:35])=[CH:30][C:29]=3[O:36][CH3:37])=[CH:24][CH:23]=2)[CH:15]=1)[C:9]([O:11][CH3:12])=[O:10])(C)(C)C.Cl, predict the reaction product. The product is: [F:35][C:31]1[C:32]([F:34])=[CH:33][C:28]([C:25]2[CH:26]=[CH:27][C:22]([O:21][CH2:20][C:16]3[CH:15]=[C:14]([CH:19]=[CH:18][CH:17]=3)[CH2:13][N:8]([CH2:7][C:6]([OH:38])=[O:5])[C:9]([O:11][CH3:12])=[O:10])=[CH:23][CH:24]=2)=[C:29]([O:36][CH3:37])[CH:30]=1.